This data is from Catalyst prediction with 721,799 reactions and 888 catalyst types from USPTO. The task is: Predict which catalyst facilitates the given reaction. (1) Reactant: C[O:2][C:3]([C:5]1[N:6]=[C:7]([O:16][CH3:17])[C:8]2[C:13]([CH:14]=1)=[CH:12][C:11]([F:15])=[CH:10][CH:9]=2)=[O:4].[OH-].[Na+]. Product: [F:15][C:11]1[CH:12]=[C:13]2[C:8](=[CH:9][CH:10]=1)[C:7]([O:16][CH3:17])=[N:6][C:5]([C:3]([OH:4])=[O:2])=[CH:14]2. The catalyst class is: 5. (2) Reactant: [CH2:1](Br)[C:2]1[CH:7]=[CH:6][CH:5]=[CH:4][CH:3]=1.C(=O)([O-])[O-].[K+].[K+].[NH:15]1[C:23]2[C:18](=[CH:19][C:20]([OH:24])=[CH:21][CH:22]=2)[CH:17]=[N:16]1.O. Product: [CH2:1]([O:24][C:20]1[CH:19]=[C:18]2[C:23](=[CH:22][CH:21]=1)[NH:15][N:16]=[CH:17]2)[C:2]1[CH:7]=[CH:6][CH:5]=[CH:4][CH:3]=1. The catalyst class is: 9. (3) Reactant: [Cl:1][C:2]1[C:13]2[C:5](=[CH:6][C:7]([C:16]3[CH:21]=[CH:20][CH:19]=[CH:18][C:17]=3[Cl:22])=[C:8]3[C:12]=2[C:11](=[O:14])[NH:10][C:9]3=[O:15])[N:4]([CH2:23][CH2:24][CH2:25][OH:26])[C:3]=1[CH:27]=[O:28].S(C)C. Product: [Cl:1][C:2]1[C:13]2[C:5](=[CH:6][C:7]([C:16]3[CH:21]=[CH:20][CH:19]=[CH:18][C:17]=3[Cl:22])=[C:8]3[C:12]=2[C:11](=[O:14])[NH:10][C:9]3=[O:15])[N:4]([CH2:23][CH2:24][CH2:25][OH:26])[C:3]=1[CH2:27][OH:28]. The catalyst class is: 1. (4) Reactant: C([Si]([O:8][CH2:9][CH2:10][CH2:11][O:12][C:13]1[CH:18]=[C:17](F)[C:16]([N+:20]([O-:22])=[O:21])=[CH:15][C:14]=1[O:23][CH3:24])(C)C)(C)(C)C.[NH2:25][C:26]1[S:27][C:28]([C:38]([NH2:40])=[O:39])=[C:29]([C:31]2[CH:36]=[CH:35][CH:34]=[C:33]([Cl:37])[CH:32]=2)[N:30]=1.C(=O)([O-])[O-].[Cs+].[Cs+].Cl. Product: [Cl:37][C:33]1[CH:32]=[C:31]([C:29]2[N:30]=[C:26]([NH:25][C:17]3[CH:18]=[C:13]([O:12][CH2:11][CH2:10][CH2:9][OH:8])[C:14]([O:23][CH3:24])=[CH:15][C:16]=3[N+:20]([O-:22])=[O:21])[S:27][C:28]=2[C:38]([NH2:40])=[O:39])[CH:36]=[CH:35][CH:34]=1. The catalyst class is: 145. (5) Reactant: [Br:1][C:2]1[CH:6]=[CH:5][S:4][C:3]=1[C:7]([NH:9][CH:10]([C:12]1[N:17]=[N:16][C:15]([NH:18][C:19]2[CH:24]=[CH:23][C:22]([O:25][CH3:26])=[CH:21][CH:20]=2)=[N:14][CH:13]=1)[CH3:11])=O.P(Cl)(Cl)(Cl)=O. Product: [Br:1][C:2]1[CH:6]=[CH:5][S:4][C:3]=1[C:7]1[N:17]2[C:12]([CH:13]=[N:14][C:15]([NH:18][C:19]3[CH:24]=[CH:23][C:22]([O:25][CH3:26])=[CH:21][CH:20]=3)=[N:16]2)=[C:10]([CH3:11])[N:9]=1. The catalyst class is: 26. (6) Reactant: [C:1]([C:3]1[CH:8]=[CH:7][CH:6]=[CH:5][CH:4]=1)#[CH:2].I[C:10]1[C:18]2[C:13](=[N:14][CH:15]=[C:16]([C:19]3[CH:24]=[CH:23][C:22]([S:25]([CH:28]([CH3:30])[CH3:29])(=[O:27])=[O:26])=[CH:21][CH:20]=3)[N:17]=2)[N:12]([S:31]([C:34]2[CH:39]=[CH:38][C:37]([CH3:40])=[CH:36][CH:35]=2)(=[O:33])=[O:32])[CH:11]=1.C(N(CC)CC)C. Product: [CH:28]([S:25]([C:22]1[CH:23]=[CH:24][C:19]([C:16]2[N:17]=[C:18]3[C:10]([C:2]#[C:1][C:3]4[CH:8]=[CH:7][CH:6]=[CH:5][CH:4]=4)=[CH:11][N:12]([S:31]([C:34]4[CH:39]=[CH:38][C:37]([CH3:40])=[CH:36][CH:35]=4)(=[O:33])=[O:32])[C:13]3=[N:14][CH:15]=2)=[CH:20][CH:21]=1)(=[O:27])=[O:26])([CH3:30])[CH3:29]. The catalyst class is: 555. (7) Reactant: [CH2:1]([P:10](=[O:17])([O:14][CH2:15][CH3:16])[O:11][CH2:12][CH3:13])P(=O)(OCC)OCC.[H-].[Na+].[CH:20]([C:22]1[C:23]([NH:33][C:34](=[O:57])[C:35]2[CH:40]=[CH:39][C:38]([O:41][CH2:42][C:43]3[N:44]=[C:45]([C:49]4[CH:54]=[CH:53][CH:52]=[CH:51][CH:50]=4)[O:46][C:47]=3[CH3:48])=[C:37]([O:55][CH3:56])[CH:36]=2)=[N:24][N:25]([C:27]2[CH:32]=[CH:31][CH:30]=[CH:29][CH:28]=2)[CH:26]=1)=O.O. Product: [CH3:56][O:55][C:37]1[CH:36]=[C:35]([CH:40]=[CH:39][C:38]=1[O:41][CH2:42][C:43]1[N:44]=[C:45]([C:49]2[CH:54]=[CH:53][CH:52]=[CH:51][CH:50]=2)[O:46][C:47]=1[CH3:48])[C:34]([NH:33][C:23]1[C:22](/[CH:20]=[CH:1]/[P:10](=[O:17])([O:11][CH2:12][CH3:13])[O:14][CH2:15][CH3:16])=[CH:26][N:25]([C:27]2[CH:28]=[CH:29][CH:30]=[CH:31][CH:32]=2)[N:24]=1)=[O:57]. The catalyst class is: 9. (8) Reactant: Br[C:2]1[CH:7]=[CH:6][C:5]([Br:8])=[CH:4][N:3]=1.[NH2:9][NH2:10]. Product: [Br:8][C:5]1[CH:6]=[CH:7][C:2]([NH:9][NH2:10])=[N:3][CH:4]=1. The catalyst class is: 17. (9) Reactant: C([O:3][C:4]([C:6]1[C:7]([CH2:23][CH3:24])=[N:8][N:9]2[C:13]([C:14]3[CH:19]=[CH:18][C:17]([Cl:20])=[CH:16][C:15]=3[Cl:21])=[C:12]([CH3:22])[O:11][C:10]=12)=[O:5])C.O.[OH-].[Li+].CO.O. Product: [Cl:21][C:15]1[CH:16]=[C:17]([Cl:20])[CH:18]=[CH:19][C:14]=1[C:13]1[N:9]2[N:8]=[C:7]([CH2:23][CH3:24])[C:6]([C:4]([OH:5])=[O:3])=[C:10]2[O:11][C:12]=1[CH3:22]. The catalyst class is: 211. (10) Reactant: [OH:1][C:2]1[CH:7]=[C:6]([CH3:8])O[C:4](=[O:9])[CH:3]=1.[F:10][C:11]1[CH:12]=[C:13]([CH:16]=[CH:17][CH:18]=1)[CH2:14][NH2:15]. Product: [F:10][C:11]1[CH:12]=[C:13]([CH:16]=[CH:17][CH:18]=1)[CH2:14][N:15]1[C:6]([CH3:8])=[CH:7][C:2]([OH:1])=[CH:3][C:4]1=[O:9]. The catalyst class is: 51.